From a dataset of Full USPTO retrosynthesis dataset with 1.9M reactions from patents (1976-2016). Predict the reactants needed to synthesize the given product. (1) Given the product [C:3]1([CH:9]([C:18]2[CH:23]=[CH:22][CH:21]=[CH:20][CH:19]=2)[CH:10]2[CH2:11][CH2:12][N:13]([CH3:16])[CH2:14][CH2:15]2)[CH:4]=[CH:5][CH:6]=[CH:7][CH:8]=1, predict the reactants needed to synthesize it. The reactants are: [BH4-].[Na+].[C:3]1([C:9]([C:18]2[CH:23]=[CH:22][CH:21]=[CH:20][CH:19]=2)(O)[CH:10]2[CH2:15][CH2:14][N:13]([CH3:16])[CH2:12][CH2:11]2)[CH:8]=[CH:7][CH:6]=[CH:5][CH:4]=1.N#N. (2) Given the product [CH3:34][O:33][C:31]([C:30]1[CH:35]=[CH:36][C:27]([O:11][CH2:12][CH:13]2[CH2:14][CH2:15][N:16]([C:19]([O:21][C:22]([CH3:23])([CH3:24])[CH3:25])=[O:20])[CH2:17][CH2:18]2)=[CH:28][CH:29]=1)=[O:32], predict the reactants needed to synthesize it. The reactants are: CC1C=CC(S([O:11][CH2:12][CH:13]2[CH2:18][CH2:17][N:16]([C:19]([O:21][C:22]([CH3:25])([CH3:24])[CH3:23])=[O:20])[CH2:15][CH2:14]2)(=O)=O)=CC=1.O[C:27]1[CH:36]=[CH:35][C:30]([C:31]([O:33][CH3:34])=[O:32])=[CH:29][CH:28]=1.C(=O)([O-])[O-].[K+].[K+].CN(C)C=O. (3) Given the product [Cl:24][C:22]1[CH:21]=[CH:20][C:19]2[O:25][C:16]3[CH:15]=[CH:14][CH:13]=[CH:12][C:11]=3[C@H:9]3[CH2:10][N:6]([CH2:5][C:4]4[CH:26]=[CH:27][C:28]([O:30][CH3:31])=[CH:29][C:3]=4[O:2][CH3:1])[CH2:7][C@@H:8]3[C:18]=2[CH:23]=1, predict the reactants needed to synthesize it. The reactants are: [CH3:1][O:2][C:3]1[CH:29]=[C:28]([O:30][CH3:31])[CH:27]=[CH:26][C:4]=1[CH2:5][N:6]1[CH2:10][C@@H:9]([C:11]2[CH:16]=[CH:15][CH:14]=[CH:13][C:12]=2Br)[C@H:8]([C:18]2[CH:23]=[C:22]([Cl:24])[CH:21]=[CH:20][C:19]=2[OH:25])[CH2:7]1.C(=O)([O-])[O-].[Cs+].[Cs+].CN(C)CC(O)=O.C1(C)C=CC=CC=1. (4) Given the product [CH3:1][O:2][C:3]1[C:4]([CH3:12])=[C:5]([CH:9]=[CH:10][CH:11]=1)[C:6]([Cl:16])=[O:7], predict the reactants needed to synthesize it. The reactants are: [CH3:1][O:2][C:3]1[C:4]([CH3:12])=[C:5]([CH:9]=[CH:10][CH:11]=1)[C:6](O)=[O:7].C(Cl)(=O)C([Cl:16])=O. (5) Given the product [Cl:1][C:2]1[CH:7]=[C:6]2[NH:8][C:9](=[O:29])[C:10]3([CH:15]([C:16]4[CH:21]=[CH:20][CH:19]=[C:18]([Cl:22])[CH:17]=4)[CH2:14][C:13](=[O:23])[N:12]([CH2:43][CH2:42][CH2:41][Cl:40])[CH:11]3[C:24]([CH2:27][CH3:28])=[CH:25][CH3:26])[C:5]2=[CH:4][CH:3]=1.[CH3:30][O:31][CH:32]([Si:34]([CH3:37])([CH3:36])[CH3:35])[CH3:33], predict the reactants needed to synthesize it. The reactants are: [Cl:1][C:2]1[CH:7]=[C:6]2[NH:8][C:9](=[O:29])[C:10]3([CH:15]([C:16]4[CH:21]=[CH:20][CH:19]=[C:18]([Cl:22])[CH:17]=4)[CH2:14][C:13](=[O:23])[NH:12][CH:11]3[C:24]([CH2:27][CH3:28])=[CH:25][CH3:26])[C:5]2=[CH:4][CH:3]=1.[CH3:30][O:31][CH:32]([Si:34]([CH3:37])([CH3:36])[CH3:35])[CH3:33].[H-].[Li+].[Cl:40][CH2:41][CH2:42][CH2:43]I. (6) Given the product [CH:1]1([C:4]2[C:5]([O:14][CH2:15][C:16]3([CH3:24])[CH2:23][CH2:22][C:19]4([CH2:21][CH2:20]4)[CH2:18][CH2:17]3)=[CH:6][C:7]([F:13])=[C:8]([CH:12]=2)[C:9]([NH:41][S:38]([CH3:37])(=[O:40])=[O:39])=[O:10])[CH2:3][CH2:2]1, predict the reactants needed to synthesize it. The reactants are: [CH:1]1([C:4]2[C:5]([O:14][CH2:15][C:16]3([CH3:24])[CH2:23][CH2:22][C:19]4([CH2:21][CH2:20]4)[CH2:18][CH2:17]3)=[CH:6][C:7]([F:13])=[C:8]([CH:12]=2)[C:9](O)=[O:10])[CH2:3][CH2:2]1.Cl.C(N=C=NCCCN(C)C)C.[CH3:37][S:38]([NH2:41])(=[O:40])=[O:39]. (7) Given the product [CH3:55][O:56][C:57](=[O:64])[CH2:58][CH2:59][CH2:60][CH2:61][CH2:62][NH:63][C:21]([C:17]1[C:16]([CH3:24])=[C:15]([CH:14]=[N:13][N:12]=[C:5]2[C:4]3[C:8](=[CH:9][CH:10]=[C:2]([F:1])[CH:3]=3)[NH:7][C:6]2=[O:11])[NH:19][C:18]=1[CH3:20])=[O:22], predict the reactants needed to synthesize it. The reactants are: [F:1][C:2]1[CH:3]=[C:4]2[C:8](=[CH:9][CH:10]=1)[NH:7][C:6](=[O:11])[C:5]2=[N:12][N:13]=[CH:14][C:15]1[NH:19][C:18]([CH3:20])=[C:17]([C:21](O)=[O:22])[C:16]=1[CH3:24].Cl.C(N=C=NCCCN(C)C)C.OC1C2N=NNC=2C=CC=1.C(N(CC)CC)C.Cl.[CH3:55][O:56][C:57](=[O:64])[CH2:58][CH2:59][CH2:60][CH2:61][CH2:62][NH2:63]. (8) Given the product [OH:8][C:9]1[CH:14]=[CH:13][C:12]([C:15]2[C:16](=[O:22])[N:17]([CH3:21])[CH:18]=[CH:19][CH:20]=2)=[CH:11][CH:10]=1, predict the reactants needed to synthesize it. The reactants are: C([O:8][C:9]1[CH:14]=[CH:13][C:12]([C:15]2[C:16](=[O:22])[N:17]([CH3:21])[CH:18]=[CH:19][CH:20]=2)=[CH:11][CH:10]=1)C1C=CC=CC=1.CO. (9) Given the product [CH2:23]([N:17]1[CH2:18][C@@H:10]([N+:11]([O-:13])=[O:12])[C@H:9]([C:3]2[CH:4]=[CH:5][C:6]([F:8])=[CH:7][C:2]=2[F:1])[CH2:16]1)[C:24]1[CH:29]=[CH:28][CH:27]=[CH:26][CH:25]=1, predict the reactants needed to synthesize it. The reactants are: [F:1][C:2]1[CH:7]=[C:6]([F:8])[CH:5]=[CH:4][C:3]=1/[CH:9]=[CH:10]/[N+:11]([O-:13])=[O:12].CO[CH2:16][N:17]([CH2:23][C:24]1[CH:29]=[CH:28][CH:27]=[CH:26][CH:25]=1)[CH2:18][Si](C)(C)C.C(O)(C(F)(F)F)=O.